This data is from Forward reaction prediction with 1.9M reactions from USPTO patents (1976-2016). The task is: Predict the product of the given reaction. (1) The product is: [Cl:1][C:2]([N:25]([C@@H:23]([C:13]1[C:22]2[C:17](=[CH:18][CH:19]=[CH:20][CH:21]=2)[CH:16]=[CH:15][CH:14]=1)[CH3:24])[C@@H:26]1[CH2:31][CH2:30][CH2:29][N:28]([C:32]([O:34][CH2:35][C:36]2[CH:41]=[CH:40][CH:39]=[CH:38][CH:37]=2)=[O:33])[CH2:27]1)=[O:4]. Given the reactants [Cl:1][C:2](Cl)([O:4]C(=O)OC(Cl)(Cl)Cl)Cl.[C:13]1([C@H:23]([NH:25][CH:26]2[CH2:31][CH2:30][CH2:29][N:28]([C:32]([O:34][CH2:35][C:36]3[CH:41]=[CH:40][CH:39]=[CH:38][CH:37]=3)=[O:33])[CH2:27]2)[CH3:24])[C:22]2[C:17](=[CH:18][CH:19]=[CH:20][CH:21]=2)[CH:16]=[CH:15][CH:14]=1.C(N(CC)CC)C.O, predict the reaction product. (2) Given the reactants [C:1]([O:8][CH3:9])(=[O:7])[CH2:2][C:3]([O:5][CH3:6])=[O:4].[H-].[Na+].[Br:12][C:13]1[CH:18]=[CH:17][C:16](F)=[C:15]([N+:20]([O-:22])=[O:21])[CH:14]=1, predict the reaction product. The product is: [CH3:6][O:5][C:3](=[O:4])[CH:2]([C:16]1[CH:17]=[CH:18][C:13]([Br:12])=[CH:14][C:15]=1[N+:20]([O-:22])=[O:21])[C:1]([O:8][CH3:9])=[O:7]. (3) Given the reactants [Br:1][C:2]1[N:7]=[CH:6][C:5]([C:8](=[O:10])[CH3:9])=[CH:4][CH:3]=1.[Al+3].[Cl-].[Cl-].[Cl-].[Br:15]Br, predict the reaction product. The product is: [Br:15][CH2:9][C:8]([C:5]1[CH:6]=[N:7][C:2]([Br:1])=[CH:3][CH:4]=1)=[O:10]. (4) Given the reactants C(OC(=O)[NH:7][CH:8]([C:15](=[O:39])[NH:16][CH:17]1[CH2:22][CH2:21][CH2:20][CH:19]([N:23]2[C:32]3[CH:31]=[CH:30][CH:29]=[C:28]([Cl:33])[C:27]=3[C:26]3=[N:34][O:35][C:36]([CH3:37])=[C:25]3[C:24]2=[O:38])[CH2:18]1)[C:9]1[CH:14]=[CH:13][CH:12]=[CH:11][CH:10]=1)(C)(C)C.Cl, predict the reaction product. The product is: [NH2:7][CH:8]([C:9]1[CH:10]=[CH:11][CH:12]=[CH:13][CH:14]=1)[C:15]([NH:16][CH:17]1[CH2:22][CH2:21][CH2:20][CH:19]([N:23]2[C:32]3[CH:31]=[CH:30][CH:29]=[C:28]([Cl:33])[C:27]=3[C:26]3=[N:34][O:35][C:36]([CH3:37])=[C:25]3[C:24]2=[O:38])[CH2:18]1)=[O:39]. (5) Given the reactants [Cl:1][C:2]1[CH:3]=[CH:4][C:5]2[N:11]3[CH:12]=[CH:13][CH:14]=[C:10]3[C@@H:9]([CH2:15][CH2:16][C:17]([NH:19][CH:20]3[CH2:25][CH2:24][CH:23]([C:26]([O:28]C)=[O:27])[CH2:22][CH2:21]3)=[O:18])[O:8][C@H:7]([C:30]3[CH:35]=[CH:34][CH:33]=[C:32]([O:36][CH3:37])[C:31]=3[O:38][CH3:39])[C:6]=2[CH:40]=1.C(=O)([O-])[O-].[K+].[K+].O, predict the reaction product. The product is: [Cl:1][C:2]1[CH:3]=[CH:4][C:5]2[N:11]3[CH:12]=[CH:13][CH:14]=[C:10]3[C@@H:9]([CH2:15][CH2:16][C:17]([NH:19][CH:20]3[CH2:21][CH2:22][CH:23]([C:26]([OH:28])=[O:27])[CH2:24][CH2:25]3)=[O:18])[O:8][C@H:7]([C:30]3[CH:35]=[CH:34][CH:33]=[C:32]([O:36][CH3:37])[C:31]=3[O:38][CH3:39])[C:6]=2[CH:40]=1. (6) Given the reactants [C:1]([C:5]1[O:9][N:8]=[C:7]([NH:10][C:11]([NH:13][C:14]2[CH:19]=[CH:18][CH:17]=[C:16]([OH:20])[CH:15]=2)=[O:12])[CH:6]=1)([CH3:4])([CH3:3])[CH3:2].Cl[C:22]1[C:31]2[C:26](=[CH:27][CH:28]=[C:29]([O:32][CH3:33])[CH:30]=2)[N:25]=[CH:24][N:23]=1.Cl, predict the reaction product. The product is: [C:1]([C:5]1[O:9][N:8]=[C:7]([NH:10][C:11]([NH:13][C:14]2[CH:19]=[CH:18][CH:17]=[C:16]([O:20][C:22]3[C:31]4[C:26](=[CH:27][CH:28]=[C:29]([O:32][CH3:33])[CH:30]=4)[N:25]=[CH:24][N:23]=3)[CH:15]=2)=[O:12])[CH:6]=1)([CH3:4])([CH3:2])[CH3:3]. (7) Given the reactants [F:1][C:2]1[CH:11]=[CH:10][C:9]([NH:12][S:13]([C:16]2[CH:21]=[CH:20][C:19]([C:22]([F:25])([F:24])[F:23])=[CH:18][C:17]=2[N+:26]([O-])=O)(=[O:15])=[O:14])=[C:8]2[C:3]=1[CH:4]=[CH:5][CH:6]=[N:7]2.Cl[Sn]Cl.Cl, predict the reaction product. The product is: [NH2:26][C:17]1[CH:18]=[C:19]([C:22]([F:24])([F:23])[F:25])[CH:20]=[CH:21][C:16]=1[S:13]([NH:12][C:9]1[CH:10]=[CH:11][C:2]([F:1])=[C:3]2[C:8]=1[N:7]=[CH:6][CH:5]=[CH:4]2)(=[O:14])=[O:15]. (8) Given the reactants [C:1]([C:5]1[CH:13]=[C:12]([O:14][C:15]2[C:20]([CH3:21])=[CH:19][C:18]([CH3:22])=[CH:17][C:16]=2[CH3:23])[C:8]([C:9]([O-:11])=[O:10])=[CH:7][N:6]=1)([CH3:4])([CH3:3])[CH3:2].[OH-].[Na+], predict the reaction product. The product is: [C:1]([C:5]1[N:6]=[CH:7][C:8]([C:9]([OH:11])=[O:10])=[C:12]([O:14][C:15]2[C:20]([CH3:21])=[CH:19][C:18]([CH3:22])=[CH:17][C:16]=2[CH3:23])[CH:13]=1)([CH3:4])([CH3:3])[CH3:2]. (9) The product is: [CH:18]([CH:8]1[C:7](=[O:21])[N:6]([CH2:5][CH2:4][C:3]([OH:22])=[O:2])[C:11]2[CH:12]=[C:13]([CH3:17])[CH:14]=[C:15]([CH3:16])[C:10]=2[O:9]1)([CH3:20])[CH3:19]. Given the reactants C[O:2][C:3](=[O:22])[CH2:4][CH2:5][N:6]1[C:11]2[CH:12]=[C:13]([CH3:17])[CH:14]=[C:15]([CH3:16])[C:10]=2[O:9][CH:8]([CH:18]([CH3:20])[CH3:19])[C:7]1=[O:21].[OH-].[Na+], predict the reaction product.